From a dataset of Forward reaction prediction with 1.9M reactions from USPTO patents (1976-2016). Predict the product of the given reaction. (1) Given the reactants Cl.[Cl:2][C:3]1[CH:17]=[CH:16][C:6]2[NH:7][C:8]3[S:9][CH:10]=[CH:11][C:12]=3[C:13]([NH2:15])=[N:14][C:5]=2[CH:4]=1.[CH3:18][O:19][CH2:20][CH2:21][C@H:22]1[CH2:27]N[CH2:25][CH2:24][NH:23]1.CS(C)=O.C1(C)C=CC=CC=1, predict the reaction product. The product is: [Cl:2][C:3]1[CH:17]=[CH:16][C:6]2[NH:7][C:8]3[S:9][CH:10]=[CH:11][C:12]=3[C:13]([N:15]3[CH2:25][CH2:24][NH:23][C@@H:22]([CH2:21][CH2:20][O:19][CH3:18])[CH2:27]3)=[N:14][C:5]=2[CH:4]=1. (2) Given the reactants [Br:1][C:2]1[CH:3]=[CH:4][C:5]([O:10][C:11]2[CH:16]=[CH:15][C:14]([O:17][CH3:18])=[CH:13][CH:12]=2)=[C:6]([CH:9]=1)[CH:7]=O.[CH3:19][Si:20](N[Si:20]([CH3:22])([CH3:21])[CH3:19])([CH3:22])[CH3:21].C([Li])CCC.C[Si](Cl)(C)C.[CH2:38]([N:40](CC)CC)[CH3:39].C(Cl)(=[O:47])C, predict the reaction product. The product is: [Br:1][C:2]1[CH:3]=[CH:4][C:5]([O:10][C:11]2[CH:16]=[CH:15][C:14]([O:17][CH3:18])=[CH:13][CH:12]=2)=[C:6]([CH:7]=[N:40][C:38]([O:47][Si:20]([CH3:22])([CH3:21])[CH3:19])=[CH2:39])[CH:9]=1.